This data is from Forward reaction prediction with 1.9M reactions from USPTO patents (1976-2016). The task is: Predict the product of the given reaction. (1) Given the reactants [CH3:1][NH2:2].[Cl:3][C:4]1[CH:12]=[CH:11][C:7]([C:8](O)=[O:9])=[CH:6][N:5]=1, predict the reaction product. The product is: [Cl:3][C:4]1[CH:12]=[CH:11][C:7]([C:8]([NH:2][CH3:1])=[O:9])=[CH:6][N:5]=1. (2) Given the reactants [NH2:1][CH2:2][C:3]([O:5][C@H:6]([CH2:35][N:36]([S:41]([C:44]1[CH:52]=[CH:51][C:47]2[O:48][CH2:49][O:50][C:46]=2[CH:45]=1)(=[O:43])=[O:42])[CH2:37][CH:38]([CH3:40])[CH3:39])[C@@H:7]([NH:23][C:24]([O:26][C@@H:27]1[C@H:34]2[C@H:30]([O:31][CH2:32][CH2:33]2)[O:29][CH2:28]1)=[O:25])[CH2:8][C:9]1[CH:14]=[CH:13][C:12]([O:15][CH2:16][C:17]2[N:18]=[C:19]([CH3:22])[S:20][CH:21]=2)=[CH:11][CH:10]=1)=[O:4].[C:53]([O:57][C:58]([NH:60][C:61]([NH:70][C:71]([O:73][C:74]([CH3:77])([CH3:76])[CH3:75])=[O:72])=NS(C(F)(F)F)(=O)=O)=[O:59])([CH3:56])([CH3:55])[CH3:54].C(N(CC)CC)C, predict the reaction product. The product is: [C:74]([O:73][C:71]([NH:70]/[C:61](=[N:60]\[C:58]([O:57][C:53]([CH3:56])([CH3:55])[CH3:54])=[O:59])/[NH:1][CH2:2][C:3]([O:5][C@H:6]([CH2:35][N:36]([S:41]([C:44]1[CH:52]=[CH:51][C:47]2[O:48][CH2:49][O:50][C:46]=2[CH:45]=1)(=[O:43])=[O:42])[CH2:37][CH:38]([CH3:39])[CH3:40])[C@@H:7]([NH:23][C:24]([O:26][C@@H:27]1[C@H:34]2[C@H:30]([O:31][CH2:32][CH2:33]2)[O:29][CH2:28]1)=[O:25])[CH2:8][C:9]1[CH:10]=[CH:11][C:12]([O:15][CH2:16][C:17]2[N:18]=[C:19]([CH3:22])[S:20][CH:21]=2)=[CH:13][CH:14]=1)=[O:4])=[O:72])([CH3:77])([CH3:76])[CH3:75]. (3) Given the reactants COC(=O)C[O:5][C:6]1[CH:11]=[CH:10][C:9]([S:12]([Cl:15])(=[O:14])=[O:13])=[CH:8][C:7]=1[CH3:16].[CH3:18][O:19][C:20](=[O:25])[C:21](Br)([CH3:23])[CH3:22].[CH3:26]C1C=CC(C)=CC=1O, predict the reaction product. The product is: [CH3:18][O:19][C:20](=[O:25])[C:21]([O:5][C:6]1[CH:11]=[C:10]([CH3:26])[C:9]([S:12]([Cl:15])(=[O:13])=[O:14])=[CH:8][C:7]=1[CH3:16])([CH3:23])[CH3:22]. (4) Given the reactants C(Cl)(=O)C(Cl)=O.[CH3:7][C:8]1[C:9]([C:13]2[CH:21]=[CH:20][C:16]([C:17]([OH:19])=O)=[CH:15][C:14]=2[C:22]([F:25])([F:24])[F:23])=[CH:10][S:11][CH:12]=1.O[N:27]=[C:28]([C:30]1[CH:35]=[CH:34][CH:33]=[CH:32][C:31]=1[O:36][CH3:37])[NH2:29].CCN(C(C)C)C(C)C, predict the reaction product. The product is: [CH3:37][O:36][C:31]1[CH:32]=[CH:33][CH:34]=[CH:35][C:30]=1[C:28]1[N:27]=[C:17]([C:16]2[CH:20]=[CH:21][C:13]([C:9]3[C:8]([CH3:7])=[CH:12][S:11][CH:10]=3)=[C:14]([C:22]([F:25])([F:24])[F:23])[CH:15]=2)[O:19][N:29]=1. (5) Given the reactants [C:1]([O:5][C:6]([NH:8][C@@H:9]([CH2:13][C:14]1[CH:19]=[CH:18][CH:17]=[CH:16][CH:15]=1)[C:10](O)=[O:11])=[O:7])([CH3:4])([CH3:3])[CH3:2].N[C@@H](CCSSCC[C@H](N)C(O)=O)C(O)=O.N1(O[C:46](N(C)C)=[N+:47](C)[CH3:48])C2C=CC=CC=2N=N1.C(N(C(C)C)CC)(C)C.CNC.O1CCCC1, predict the reaction product. The product is: [C:1]([O:5][C:6](=[O:7])[NH:8][C@H:9]([C:10](=[O:11])[N:47]([CH3:48])[CH3:46])[CH2:13][C:14]1[CH:19]=[CH:18][CH:17]=[CH:16][CH:15]=1)([CH3:4])([CH3:3])[CH3:2]. (6) Given the reactants [CH3:1][N:2]([C@@H:12]1[C@H:17]([CH3:18])[CH2:16][CH2:15][NH:14][CH2:13]1)[C:3]1[C:4]2[CH:11]=[CH:10][NH:9][C:5]=2[N:6]=[CH:7][N:8]=1.[C:19]([CH2:21][C:22](Cl)=[O:23])#[N:20], predict the reaction product. The product is: [CH3:18][C@@H:17]1[CH2:16][CH2:15][N:14]([C:22](=[O:23])[CH2:21][C:19]#[N:20])[CH2:13][C@@H:12]1[N:2]([CH3:1])[C:3]1[C:4]2[CH:11]=[CH:10][NH:9][C:5]=2[N:6]=[CH:7][N:8]=1. (7) Given the reactants C(N)CN.[OH-].[Na+].[C-]#N.[Na+].C=O.O.[CH2:13]([N:24]([CH2:29][C:30]([O-:32])=[O:31])[CH2:25][C:26]([O-:28])=[O:27])[CH2:14][N:15]([CH2:20][C:21]([O-:23])=[O:22])[CH2:16][C:17]([O-:19])=[O:18].[Na+].[Na+].[Na+].[Na+], predict the reaction product. The product is: [CH2:14]([N:15]([CH2:20][C:21]([OH:23])=[O:22])[CH2:16][C:17]([OH:19])=[O:18])[CH2:13][N:24]([CH2:29][C:30]([OH:32])=[O:31])[CH2:25][C:26]([OH:28])=[O:27].